This data is from Experimentally validated miRNA-target interactions with 360,000+ pairs, plus equal number of negative samples. The task is: Binary Classification. Given a miRNA mature sequence and a target amino acid sequence, predict their likelihood of interaction. The miRNA is hsa-miR-4433b-3p with sequence CAGGAGUGGGGGGUGGGACGU. The protein sequence of the target gene is MASSLLEEEAHYGSSPLAMLTAACSKFGGSSPLRDSTTLGKGGTKKPYADLSAPKTMGDAYPAPFSSTNGLLSPAGSPPAPASGYANDYPPFPHSFPGPTGAQDPGLLVPKGHSSSDCLPSVYTSLDMTHPYGSWYKAGIHAGISPGPGNTPTPWWDMHPGGNWLGGGQGQGDGLQGTLSTGPAQPPLNPQLPTYPSDFAPLNPAPYPAPHLLQPGPQHVLPQDVYKPKAVGNSGQLEGSGAAKPPRGAGTGGSGGYAGSGAGRSTCDCPNCQELERLGAAAAGLRKKPIHSCHIPGCGK.... Result: 0 (no interaction).